Dataset: NCI-60 drug combinations with 297,098 pairs across 59 cell lines. Task: Regression. Given two drug SMILES strings and cell line genomic features, predict the synergy score measuring deviation from expected non-interaction effect. (1) Drug 1: CCC1(CC2CC(C3=C(CCN(C2)C1)C4=CC=CC=C4N3)(C5=C(C=C6C(=C5)C78CCN9C7C(C=CC9)(C(C(C8N6C)(C(=O)OC)O)OC(=O)C)CC)OC)C(=O)OC)O.OS(=O)(=O)O. Drug 2: CC1CCC2CC(C(=CC=CC=CC(CC(C(=O)C(C(C(=CC(C(=O)CC(OC(=O)C3CCCCN3C(=O)C(=O)C1(O2)O)C(C)CC4CCC(C(C4)OC)O)C)C)O)OC)C)C)C)OC. Cell line: MDA-MB-231. Synergy scores: CSS=-4.54, Synergy_ZIP=6.01, Synergy_Bliss=6.49, Synergy_Loewe=-5.50, Synergy_HSA=-6.26. (2) Drug 1: C1=CC(=CC=C1CCC2=CNC3=C2C(=O)NC(=N3)N)C(=O)NC(CCC(=O)O)C(=O)O. Drug 2: CCN(CC)CCNC(=O)C1=C(NC(=C1C)C=C2C3=C(C=CC(=C3)F)NC2=O)C. Cell line: T-47D. Synergy scores: CSS=0.303, Synergy_ZIP=-0.892, Synergy_Bliss=-2.50, Synergy_Loewe=-4.96, Synergy_HSA=-4.47. (3) Drug 1: C1C(C(OC1N2C=NC(=NC2=O)N)CO)O. Drug 2: C(CCl)NC(=O)N(CCCl)N=O. Cell line: EKVX. Synergy scores: CSS=6.08, Synergy_ZIP=-0.0668, Synergy_Bliss=3.95, Synergy_Loewe=0.239, Synergy_HSA=2.50. (4) Drug 1: CN1CCC(CC1)COC2=C(C=C3C(=C2)N=CN=C3NC4=C(C=C(C=C4)Br)F)OC. Drug 2: CC1=CC=C(C=C1)C2=CC(=NN2C3=CC=C(C=C3)S(=O)(=O)N)C(F)(F)F. Cell line: M14. Synergy scores: CSS=-1.14, Synergy_ZIP=2.40, Synergy_Bliss=2.13, Synergy_Loewe=-0.251, Synergy_HSA=-0.778. (5) Drug 1: CN(C)N=NC1=C(NC=N1)C(=O)N. Drug 2: CC1C(C(CC(O1)OC2CC(CC3=C2C(=C4C(=C3O)C(=O)C5=C(C4=O)C(=CC=C5)OC)O)(C(=O)CO)O)N)O.Cl. Cell line: OVCAR-8. Synergy scores: CSS=43.7, Synergy_ZIP=-7.62, Synergy_Bliss=-6.10, Synergy_Loewe=-2.86, Synergy_HSA=-1.37. (6) Drug 1: CCC1=C2CN3C(=CC4=C(C3=O)COC(=O)C4(CC)O)C2=NC5=C1C=C(C=C5)O. Drug 2: B(C(CC(C)C)NC(=O)C(CC1=CC=CC=C1)NC(=O)C2=NC=CN=C2)(O)O. Cell line: K-562. Synergy scores: CSS=67.1, Synergy_ZIP=-2.09, Synergy_Bliss=-4.13, Synergy_Loewe=-6.21, Synergy_HSA=-2.15. (7) Drug 1: CC1=C(C(=CC=C1)Cl)NC(=O)C2=CN=C(S2)NC3=CC(=NC(=N3)C)N4CCN(CC4)CCO. Drug 2: CC1=C(C(=O)C2=C(C1=O)N3CC4C(C3(C2COC(=O)N)OC)N4)N. Cell line: DU-145. Synergy scores: CSS=41.2, Synergy_ZIP=11.3, Synergy_Bliss=12.1, Synergy_Loewe=-11.9, Synergy_HSA=5.51.